This data is from Reaction yield outcomes from USPTO patents with 853,638 reactions. The task is: Predict the reaction yield, written as a fraction of the theoretical maximum amount of product (1.0 means a 100% yield; for example, 0.34 means a 34% yield). The reactants are [NH2:1][C:2]([NH2:4])=[S:3].[K].C([O:8][CH:9](OCC)[CH:10]([CH:13]=O)[C:11]#[N:12])C.C[O-].[Na+].CO. The catalyst is CCO. The product is [NH2:12][C:11]1[C:10]([CH:9]=[O:8])=[CH:13][N:4]=[C:2]([SH:3])[N:1]=1. The yield is 0.723.